This data is from Forward reaction prediction with 1.9M reactions from USPTO patents (1976-2016). The task is: Predict the product of the given reaction. (1) Given the reactants C(OC([N:8]1[CH2:13][CH2:12][O:11][CH:10]([C:14]([OH:16])=O)[CH2:9]1)=O)(C)(C)C.[CH3:17][O:18][C:19]1[CH:20]=[C:21]([C@H:25]([NH2:27])[CH3:26])[CH:22]=[CH:23][CH:24]=1, predict the reaction product. The product is: [CH3:17][O:18][C:19]1[CH:20]=[C:21]([C@H:25]([NH:27][C:14]([CH:10]2[O:11][CH2:12][CH2:13][NH:8][CH2:9]2)=[O:16])[CH3:26])[CH:22]=[CH:23][CH:24]=1. (2) Given the reactants I[C:2]1[CH:7]=[CH:6][CH:5]=[CH:4][CH:3]=1.C([O-])(=O)C.[CH:12]1[N:20]2[C:15]([CH2:16][S:17][C:18]3[CH:24]=[CH:23][CH:22]=[CH:21][C:19]=32)=[C:14]([C:25]([O:27][CH2:28][CH3:29])=[O:26])[N:13]=1, predict the reaction product. The product is: [C:2]1([C:12]2[N:20]3[C:15]([CH2:16][S:17][C:18]4[CH:24]=[CH:23][CH:22]=[CH:21][C:19]=43)=[C:14]([C:25]([O:27][CH2:28][CH3:29])=[O:26])[N:13]=2)[CH:7]=[CH:6][CH:5]=[CH:4][CH:3]=1. (3) Given the reactants [Cl:1][C:2]1[CH:7]=[CH:6][C:5]([C:8]#[C:9][C:10]2[CH:17]=[CH:16][C:13]([CH:14]=O)=[CH:12][CH:11]=2)=[CH:4][CH:3]=1.[NH2:18][C:19]1[CH:31]=[CH:30][C:22]2[O:23][C:24]([CH3:29])([CH3:28])[O:25][C:26](=[O:27])[C:21]=2[CH:20]=1.O, predict the reaction product. The product is: [Cl:1][C:2]1[CH:7]=[CH:6][C:5]([C:8]#[C:9][C:10]2[CH:17]=[CH:16][C:13](/[CH:14]=[N:18]/[C:19]3[CH:31]=[CH:30][C:22]4[O:23][C:24]([CH3:28])([CH3:29])[O:25][C:26](=[O:27])[C:21]=4[CH:20]=3)=[CH:12][CH:11]=2)=[CH:4][CH:3]=1. (4) Given the reactants [CH3:1][N:2]([C@@H:10]([CH2:23][C@H:24]1[CH2:29][CH2:28][CH2:27][O:26][CH2:25]1)[CH2:11][NH:12]C(OCC1C=CC=CC=1)=O)[C:3](=[O:9])[O:4][C:5]([CH3:8])([CH3:7])[CH3:6].[H][H], predict the reaction product. The product is: [NH2:12][CH2:11][C@@H:10]([N:2]([CH3:1])[C:3](=[O:9])[O:4][C:5]([CH3:6])([CH3:8])[CH3:7])[CH2:23][C@H:24]1[CH2:29][CH2:28][CH2:27][O:26][CH2:25]1. (5) Given the reactants [O:1]=[C:2]1[CH2:7][CH2:6][N:5]([C:8]([O:10][C:11]([CH3:14])([CH3:13])[CH3:12])=[O:9])[CH2:4][CH2:3]1.C(N(CC)CC)C.[CH3:22][Si:23](Cl)([CH3:25])[CH3:24], predict the reaction product. The product is: [CH3:22][Si:23]([CH3:25])([CH3:24])[O:1][C:2]1[CH2:3][CH2:4][N:5]([C:8]([O:10][C:11]([CH3:14])([CH3:13])[CH3:12])=[O:9])[CH2:6][CH:7]=1.